Regression. Given two drug SMILES strings and cell line genomic features, predict the synergy score measuring deviation from expected non-interaction effect. From a dataset of NCI-60 drug combinations with 297,098 pairs across 59 cell lines. (1) Drug 1: C1=CC(=C2C(=C1NCCNCCO)C(=O)C3=C(C=CC(=C3C2=O)O)O)NCCNCCO. Drug 2: CC(C)(C#N)C1=CC(=CC(=C1)CN2C=NC=N2)C(C)(C)C#N. Cell line: OVCAR3. Synergy scores: CSS=15.9, Synergy_ZIP=-8.46, Synergy_Bliss=-3.93, Synergy_Loewe=-8.15, Synergy_HSA=-3.54. (2) Drug 1: C1=CC=C(C=C1)NC(=O)CCCCCCC(=O)NO. Drug 2: C(=O)(N)NO. Cell line: NCI-H522. Synergy scores: CSS=21.1, Synergy_ZIP=-1.57, Synergy_Bliss=1.94, Synergy_Loewe=-48.2, Synergy_HSA=2.28. (3) Drug 1: C1C(C(OC1N2C=NC3=C2NC=NCC3O)CO)O. Drug 2: CC1C(C(CC(O1)OC2CC(CC3=C2C(=C4C(=C3O)C(=O)C5=CC=CC=C5C4=O)O)(C(=O)C)O)N)O. Cell line: KM12. Synergy scores: CSS=30.5, Synergy_ZIP=4.46, Synergy_Bliss=4.75, Synergy_Loewe=-37.9, Synergy_HSA=2.20. (4) Cell line: NCI/ADR-RES. Synergy scores: CSS=30.8, Synergy_ZIP=-0.945, Synergy_Bliss=-0.429, Synergy_Loewe=-14.5, Synergy_HSA=2.64. Drug 2: C1=NC2=C(N1)C(=S)N=C(N2)N. Drug 1: C1CC(=O)NC(=O)C1N2CC3=C(C2=O)C=CC=C3N. (5) Drug 1: C1CCC(CC1)NC(=O)N(CCCl)N=O. Drug 2: COC1=C2C(=CC3=C1OC=C3)C=CC(=O)O2. Cell line: SW-620. Synergy scores: CSS=7.91, Synergy_ZIP=0.675, Synergy_Bliss=-1.85, Synergy_Loewe=-8.67, Synergy_HSA=-2.92. (6) Drug 1: COC1=CC(=CC(=C1O)OC)C2C3C(COC3=O)C(C4=CC5=C(C=C24)OCO5)OC6C(C(C7C(O6)COC(O7)C8=CC=CS8)O)O. Drug 2: CC=C1C(=O)NC(C(=O)OC2CC(=O)NC(C(=O)NC(CSSCCC=C2)C(=O)N1)C(C)C)C(C)C. Cell line: SF-268. Synergy scores: CSS=66.5, Synergy_ZIP=-0.863, Synergy_Bliss=1.41, Synergy_Loewe=-6.66, Synergy_HSA=3.93. (7) Drug 1: CCCCC(=O)OCC(=O)C1(CC(C2=C(C1)C(=C3C(=C2O)C(=O)C4=C(C3=O)C=CC=C4OC)O)OC5CC(C(C(O5)C)O)NC(=O)C(F)(F)F)O. Drug 2: C1=CN(C=N1)CC(O)(P(=O)(O)O)P(=O)(O)O. Cell line: NCI/ADR-RES. Synergy scores: CSS=46.3, Synergy_ZIP=-0.618, Synergy_Bliss=0.602, Synergy_Loewe=2.28, Synergy_HSA=2.29. (8) Drug 1: CC1C(C(CC(O1)OC2CC(CC3=C2C(=C4C(=C3O)C(=O)C5=C(C4=O)C(=CC=C5)OC)O)(C(=O)CO)O)N)O.Cl. Drug 2: C1CN(P(=O)(OC1)NCCCl)CCCl. Cell line: NCI-H226. Synergy scores: CSS=-0.596, Synergy_ZIP=-1.31, Synergy_Bliss=-3.16, Synergy_Loewe=-9.06, Synergy_HSA=-5.51. (9) Drug 2: CN(CC1=CN=C2C(=N1)C(=NC(=N2)N)N)C3=CC=C(C=C3)C(=O)NC(CCC(=O)O)C(=O)O. Drug 1: C1=CC(=C2C(=C1NCCNCCO)C(=O)C3=C(C=CC(=C3C2=O)O)O)NCCNCCO. Synergy scores: CSS=56.0, Synergy_ZIP=-2.14, Synergy_Bliss=-2.34, Synergy_Loewe=-5.83, Synergy_HSA=1.82. Cell line: U251. (10) Drug 1: CC1=C(C=C(C=C1)NC2=NC=CC(=N2)N(C)C3=CC4=NN(C(=C4C=C3)C)C)S(=O)(=O)N.Cl. Drug 2: CC1CCC2CC(C(=CC=CC=CC(CC(C(=O)C(C(C(=CC(C(=O)CC(OC(=O)C3CCCCN3C(=O)C(=O)C1(O2)O)C(C)CC4CCC(C(C4)OC)O)C)C)O)OC)C)C)C)OC. Cell line: HCC-2998. Synergy scores: CSS=8.99, Synergy_ZIP=-0.549, Synergy_Bliss=0.227, Synergy_Loewe=-33.6, Synergy_HSA=-9.86.